From a dataset of Tyrosyl-DNA phosphodiesterase HTS with 341,365 compounds. Binary Classification. Given a drug SMILES string, predict its activity (active/inactive) in a high-throughput screening assay against a specified biological target. (1) The compound is S1(=O)(=O)CC(NC(=O)C(NC(=O)C2CCN(S(=O)(=O)c3ccc(cc3)C)CC2)C(C)C)CC1. The result is 0 (inactive). (2) The molecule is Fc1ccc(C(N(CC2OCCC2)C(=O)CCC(=O)Nc2ncccc2)C(=O)NCCOC)cc1. The result is 0 (inactive). (3) The molecule is s1c(n2c3nc4n(c(=O)c3cc(c2=O)C#N)cc(cc4)C)nnc1SCc1ccc(cc1)C. The result is 0 (inactive). (4) The compound is Fc1c2oc(c(c2ccc1)C)C(=O)NCc1c(CN2CCCC2)cccc1. The result is 0 (inactive). (5) The drug is S(=O)(=O)(N1CCN(CC1)C(=O)N(c1ccc(cc1)C)C)c1ccc(cc1)C. The result is 0 (inactive). (6) The molecule is S(c1n(C2CC2)\c([nH]n1)=C1\c2c(N=C1)cccc2)CC(=O)c1c(n(c(=O)[nH]c1=O)C)N. The result is 0 (inactive). (7) The molecule is S1\C(C(=O)N(CC(=O)Nc2ccccc2)C1=O)=C/c1oc(c2c(ccc(c2)C(O)=O)C)cc1. The result is 1 (active). (8) The molecule is Fc1ccc(/C=C\C(=O)Nc2cc3[nH]c(=O)[nH]c3cc2)cc1. The result is 0 (inactive). (9) The compound is O(C(=O)c1nnn(Cc2cc(ccc2)C)c1)C. The result is 0 (inactive).